This data is from Catalyst prediction with 721,799 reactions and 888 catalyst types from USPTO. The task is: Predict which catalyst facilitates the given reaction. (1) Product: [C:40]([O:44][C:45]([NH:47][C@H:48]([CH2:49][C:50](=[O:51])[N:37]1[CH2:38][CH2:39][C:34](=[C:32]2[C:33]3[CH:20]=[CH:21][CH:22]=[CH:23][C:24]=3[S:25][C:26]3[C:31]2=[CH:30][CH:29]=[CH:28][CH:27]=3)[CH2:35][CH2:36]1)[C:53]([O:55][CH3:56])=[O:54])=[O:46])([CH3:43])([CH3:42])[CH3:41]. The catalyst class is: 4. Reactant: Cl.C(N=C=NCCCN(C)C)C.C(N(CC)CC)C.[CH:20]1[C:33]2[C:32](=[C:34]3[CH2:39][CH2:38][NH:37][CH2:36][CH2:35]3)[C:31]3[C:26](=[CH:27][CH:28]=[CH:29][CH:30]=3)[S:25][C:24]=2[CH:23]=[CH:22][CH:21]=1.[C:40]([O:44][C:45]([NH:47][C@H:48]([C:53]([O:55][CH3:56])=[O:54])[CH2:49][C:50](O)=[O:51])=[O:46])([CH3:43])([CH3:42])[CH3:41].[Cl-].[NH4+]. (2) Reactant: [NH2:1][C:2]1[C:11]([C:12]2[CH:17]=[CH:16][C:15]([C:18]([O:20][CH3:21])=[O:19])=[CH:14][CH:13]=2)=[N:10][C:9]([C:22]2[CH:27]=[CH:26][C:25]([O:28][CH3:29])=[C:24]([F:30])[CH:23]=2)=[CH:8][C:3]=1[C:4]([O:6][CH3:7])=[O:5].N([O-])=O.[Na+].[N-:35]=[N+:36]=[N-].[Na+].C(OCC)C. Product: [N:1]([C:2]1[C:11]([C:12]2[CH:13]=[CH:14][C:15]([C:18]([O:20][CH3:21])=[O:19])=[CH:16][CH:17]=2)=[N:10][C:9]([C:22]2[CH:27]=[CH:26][C:25]([O:28][CH3:29])=[C:24]([F:30])[CH:23]=2)=[CH:8][C:3]=1[C:4]([O:6][CH3:7])=[O:5])=[N+:35]=[N-:36]. The catalyst class is: 55.